This data is from Forward reaction prediction with 1.9M reactions from USPTO patents (1976-2016). The task is: Predict the product of the given reaction. (1) Given the reactants [Br:1]N1C(=O)CCC1=O.[Br:9][C:10]1[CH:11]=[CH:12][C:13]([CH3:20])=[C:14]([C:16]([F:19])([F:18])[F:17])[CH:15]=1, predict the reaction product. The product is: [Br:9][C:10]1[CH:11]=[CH:12][C:13]([CH2:20][Br:1])=[C:14]([C:16]([F:17])([F:18])[F:19])[CH:15]=1. (2) Given the reactants [OH:1][C:2]1[CH:11]=[C:10]2[C:5]([CH2:6][CH2:7][C:8](=[O:12])[NH:9]2)=[CH:4][CH:3]=1.C(=O)([O-])[O-].[K+].[K+].Br[CH2:20][C:21]1[CH:33]=[CH:32][C:24]([C:25]([O:27][C:28]([CH3:31])([CH3:30])[CH3:29])=[O:26])=[CH:23][CH:22]=1.O, predict the reaction product. The product is: [O:12]=[C:8]1[CH2:7][CH2:6][C:5]2[C:10](=[CH:11][C:2]([O:1][CH2:20][C:21]3[CH:33]=[CH:32][C:24]([C:25]([O:27][C:28]([CH3:29])([CH3:31])[CH3:30])=[O:26])=[CH:23][CH:22]=3)=[CH:3][CH:4]=2)[NH:9]1. (3) Given the reactants [Cl:1][C:2]1[N:7]=[C:6](Cl)[CH:5]=[C:4]([CH2:9][O:10][CH2:11][C:12]([F:15])([F:14])[F:13])[N:3]=1.[CH2:16](CN)[C:17]1[CH:22]=[CH:21][CH:20]=[CH:19][CH:18]=1.[C:25](#[N:27])C, predict the reaction product. The product is: [CH2:16]([N:27]([CH3:25])[C:6]1[CH:5]=[C:4]([CH2:9][O:10][CH2:11][C:12]([F:15])([F:14])[F:13])[N:3]=[C:2]([Cl:1])[N:7]=1)[C:17]1[CH:18]=[CH:19][CH:20]=[CH:21][CH:22]=1. (4) Given the reactants [Br:1][C:2]1[CH:3]=[C:4]2[C:8](=[CH:9][CH:10]=1)[NH:7][C:6](=[O:11])[C:5]2([F:13])[F:12].[H-].[Na+].[CH3:16][Si:17]([CH2:20][CH2:21][O:22][CH2:23]Cl)([CH3:19])[CH3:18].[NH4+].[Cl-], predict the reaction product. The product is: [Br:1][C:2]1[CH:3]=[C:4]2[C:8](=[CH:9][CH:10]=1)[N:7]([CH2:23][O:22][CH2:21][CH2:20][Si:17]([CH3:19])([CH3:18])[CH3:16])[C:6](=[O:11])[C:5]2([F:13])[F:12]. (5) Given the reactants [NH2:1][C:2]1[CH:11]=[CH:10][C:5]([C:6]([O:8][CH3:9])=[O:7])=[CH:4][CH:3]=1.[C:12]1(B(O)O)[CH:17]=[CH:16][CH:15]=[CH:14][CH:13]=1.N1C=CC=CC=1, predict the reaction product. The product is: [C:12]1([NH:1][C:2]2[CH:3]=[CH:4][C:5]([C:6]([O:8][CH3:9])=[O:7])=[CH:10][CH:11]=2)[CH:17]=[CH:16][CH:15]=[CH:14][CH:13]=1.